Dataset: Forward reaction prediction with 1.9M reactions from USPTO patents (1976-2016). Task: Predict the product of the given reaction. (1) Given the reactants [NH2:1][C:2]1[S:3][C:4]([CH3:9])=[CH:5][C:6]=1[C:7]#[N:8].F[C:11]1[CH:16]=[CH:15][CH:14]=[CH:13][C:12]=1[N+:17]([O-:19])=[O:18].[OH-].[K+], predict the reaction product. The product is: [CH3:9][C:4]1[S:3][C:2]([NH:1][C:11]2[CH:16]=[CH:15][CH:14]=[CH:13][C:12]=2[N+:17]([O-:19])=[O:18])=[C:6]([C:7]#[N:8])[CH:5]=1. (2) Given the reactants [Cl:1][C:2]1[C:3](F)=[C:4]([I:14])[C:5]([O:11][CH2:12][CH3:13])=[C:6]([C:8](=[O:10])[CH3:9])[CH:7]=1.[C-:16]#[N:17].[K+], predict the reaction product. The product is: [C:8]([C:6]1[CH:7]=[C:2]([Cl:1])[C:3]([C:16]#[N:17])=[C:4]([I:14])[C:5]=1[O:11][CH2:12][CH3:13])(=[O:10])[CH3:9]. (3) Given the reactants [Cl:1][C:2]1[CH:22]=[C:21](I)[CH:20]=[CH:19][C:3]=1[CH2:4][C:5]1[C:13]2[C:8](=[CH:9][CH:10]=[C:11]([C:14]([O:16][CH3:17])=[O:15])[CH:12]=2)[NH:7][C:6]=1[CH3:18].C(N(CCCC)CCCC)CCC.[C:37]([SH:41])([CH3:40])([CH3:39])[CH3:38], predict the reaction product. The product is: [Cl:1][C:2]1[CH:22]=[C:21]([S:41][C:37]([CH3:40])([CH3:39])[CH3:38])[CH:20]=[CH:19][C:3]=1[CH2:4][C:5]1[C:13]2[C:8](=[CH:9][CH:10]=[C:11]([C:14]([O:16][CH3:17])=[O:15])[CH:12]=2)[NH:7][C:6]=1[CH3:18]. (4) Given the reactants [CH3:1][N:2]([CH3:25])[C:3]([CH2:5][CH2:6][C:7]1[C:8]([S:13]([C:16]2[CH:17]=[C:18]([CH:22]=[CH:23][CH:24]=2)[C:19]([OH:21])=[O:20])(=[O:15])=[O:14])=[C:9]([CH3:12])[NH:10][CH:11]=1)=[O:4].P(Cl)(Cl)(Cl)=O.CN([CH:34]=[O:35])C, predict the reaction product. The product is: [CH3:25][N:2]([CH3:1])[C:3]([CH2:5][CH2:6][C:7]1[C:8]([S:13]([C:16]2[CH:17]=[C:18]([CH:22]=[CH:23][CH:24]=2)[C:19]([OH:21])=[O:20])(=[O:15])=[O:14])=[C:9]([CH3:12])[NH:10][C:11]=1[CH:34]=[O:35])=[O:4]. (5) Given the reactants [H-].[Al+3].[Li+].[H-].[H-].[H-].[Cl:7][C:8]1[CH:9]=[C:10]([CH:14]=[C:15]([O:17][CH3:18])[CH:16]=1)[C:11](O)=[O:12], predict the reaction product. The product is: [Cl:7][C:8]1[CH:9]=[C:10]([CH2:11][OH:12])[CH:14]=[C:15]([O:17][CH3:18])[CH:16]=1. (6) The product is: [NH2:19][C@@H:15]([CH2:14][C:11]1[CH:10]=[CH:9][C:8]([C:6]2[CH:5]=[C:4]([O:27][CH:28]([C:33]3[CH:38]=[CH:37][CH:36]=[CH:35][C:34]=3[C:39]3[CH:40]=[N:41][C:42]([C:45]#[N:46])=[CH:43][CH:44]=3)[C:29]([F:32])([F:30])[F:31])[N:3]=[C:2]([NH2:1])[N:7]=2)=[CH:13][CH:12]=1)[C:16]([OH:18])=[O:17]. Given the reactants [NH2:1][C:2]1[N:7]=[C:6]([C:8]2[CH:13]=[CH:12][C:11]([CH2:14][C@H:15]([NH:19]C(OC(C)(C)C)=O)[C:16]([OH:18])=[O:17])=[CH:10][CH:9]=2)[CH:5]=[C:4]([O:27][CH:28]([C:33]2[CH:38]=[CH:37][CH:36]=[CH:35][C:34]=2[C:39]2[CH:40]=[N:41][C:42]([C:45]#[N:46])=[CH:43][CH:44]=2)[C:29]([F:32])([F:31])[F:30])[N:3]=1, predict the reaction product. (7) Given the reactants [Cl:1][C:2]1[C:3]2[N:12]([C:13]3[C:18]([F:19])=[CH:17][CH:16]=[CH:15][C:14]=3[F:20])[N:11]=[C:10]([C:21]3[CH:22]=[N:23][NH:24][CH:25]=3)[C:4]=2[C:5]([O:8][CH3:9])=[N:6][CH:7]=1.[N:26]([CH2:29][CH3:30])=[C:27]=[O:28].O, predict the reaction product. The product is: [Cl:1][C:2]1[C:3]2[N:12]([C:13]3[C:18]([F:19])=[CH:17][CH:16]=[CH:15][C:14]=3[F:20])[N:11]=[C:10]([C:21]3[CH:25]=[N:24][N:23]([C:27]([NH:26][CH2:29][CH3:30])=[O:28])[CH:22]=3)[C:4]=2[C:5]([O:8][CH3:9])=[N:6][CH:7]=1. (8) Given the reactants [CH:1]1([NH:4][C:5](=[O:38])[N:6]([CH2:11][C:12]2[N:16]([CH3:17])[C:15]([C:18]3[S:26][C:25]4[C:20](=[N:21][CH:22]=[CH:23][C:24]=4[O:27][C:28]4[CH:33]=[CH:32][C:31]([N+:34]([O-])=O)=[CH:30][C:29]=4[F:37])[CH:19]=3)=[N:14][CH:13]=2)[CH2:7][CH2:8][O:9][CH3:10])[CH2:3][CH2:2]1.[Cl-].[NH4+], predict the reaction product. The product is: [NH2:34][C:31]1[CH:32]=[CH:33][C:28]([O:27][C:24]2[CH:23]=[CH:22][N:21]=[C:20]3[CH:19]=[C:18]([C:15]4[N:16]([CH3:17])[C:12]([CH2:11][N:6]([CH2:7][CH2:8][O:9][CH3:10])[C:5]([NH:4][CH:1]5[CH2:2][CH2:3]5)=[O:38])=[CH:13][N:14]=4)[S:26][C:25]=23)=[C:29]([F:37])[CH:30]=1.